Dataset: Forward reaction prediction with 1.9M reactions from USPTO patents (1976-2016). Task: Predict the product of the given reaction. (1) Given the reactants [CH3:1][O:2][CH2:3][CH2:4][OH:5].[Cl:6][CH:7]([O:9][C:10](Cl)=[O:11])[CH3:8], predict the reaction product. The product is: [CH3:1][O:2][CH2:3][CH2:4][O:5][C:10](=[O:11])[O:9][CH:7]([Cl:6])[CH3:8]. (2) Given the reactants Cl[CH2:2][C:3]1[C:4]([CH3:19])=[N:5][C:6]([C:9]2[CH:14]=[CH:13][C:12]([C:15]([F:18])([F:17])[F:16])=[CH:11][CH:10]=2)=[N:7][CH:8]=1.[CH2:20]([O:22][C:23](=[O:35])[CH2:24][N:25]1[C:33]2[C:28](=[CH:29][C:30]([OH:34])=[CH:31][CH:32]=2)[CH:27]=[CH:26]1)[CH3:21].C(=O)([O-])[O-].[Cs+].[Cs+], predict the reaction product. The product is: [CH2:20]([O:22][C:23](=[O:35])[CH2:24][N:25]1[C:33]2[C:28](=[CH:29][C:30]([O:34][CH2:2][C:3]3[C:4]([CH3:19])=[N:5][C:6]([C:9]4[CH:14]=[CH:13][C:12]([C:15]([F:18])([F:17])[F:16])=[CH:11][CH:10]=4)=[N:7][CH:8]=3)=[CH:31][CH:32]=2)[CH:27]=[CH:26]1)[CH3:21].